Dataset: NCI-60 drug combinations with 297,098 pairs across 59 cell lines. Task: Regression. Given two drug SMILES strings and cell line genomic features, predict the synergy score measuring deviation from expected non-interaction effect. Synergy scores: CSS=-2.37, Synergy_ZIP=1.19, Synergy_Bliss=-0.114, Synergy_Loewe=-5.83, Synergy_HSA=-5.14. Cell line: UACC-257. Drug 2: CCN(CC)CCNC(=O)C1=C(NC(=C1C)C=C2C3=C(C=CC(=C3)F)NC2=O)C. Drug 1: CC1=C(C=C(C=C1)NC(=O)C2=CC=C(C=C2)CN3CCN(CC3)C)NC4=NC=CC(=N4)C5=CN=CC=C5.